From a dataset of Full USPTO retrosynthesis dataset with 1.9M reactions from patents (1976-2016). Predict the reactants needed to synthesize the given product. Given the product [F:10][C:6]1[C:3]([CH:4]=[O:5])=[C:2]([NH:1][C:11](=[O:13])[CH3:12])[CH:9]=[CH:8][CH:7]=1, predict the reactants needed to synthesize it. The reactants are: [NH2:1][C:2]1[CH:9]=[CH:8][CH:7]=[C:6]([F:10])[C:3]=1[CH:4]=[O:5].[C:11](OC(=O)C)(=[O:13])[CH3:12].C([O-])([O-])=O.[Na+].[Na+].